From a dataset of Full USPTO retrosynthesis dataset with 1.9M reactions from patents (1976-2016). Predict the reactants needed to synthesize the given product. (1) Given the product [CH3:18][C:13]1[C:12]([CH2:11][N:3]2[CH:7]=[C:6]([CH:8]=[O:9])[CH:5]=[N:4]2)=[C:16]([CH3:17])[O:15][N:14]=1, predict the reactants needed to synthesize it. The reactants are: [H-].[Na+].[NH:3]1[CH:7]=[C:6]([CH:8]=[O:9])[CH:5]=[N:4]1.Cl[CH2:11][C:12]1[C:13]([CH3:18])=[N:14][O:15][C:16]=1[CH3:17]. (2) Given the product [F:16][C:13]1[CH:14]=[CH:15][C:10]([C:8]2[N:9]=[C:5]([CH2:4][C:3]3[CH:21]=[CH:22][CH:23]=[CH:24][C:2]=3[C:30]3[CH:31]=[CH:32][CH:33]=[C:28]([O:27][C:26]([F:25])([F:37])[F:38])[CH:29]=3)[S:6][C:7]=2[CH2:17][C:18]([OH:20])=[O:19])=[CH:11][CH:12]=1, predict the reactants needed to synthesize it. The reactants are: Br[C:2]1[CH:24]=[CH:23][CH:22]=[CH:21][C:3]=1[CH2:4][C:5]1[S:6][C:7]([CH2:17][C:18]([OH:20])=[O:19])=[C:8]([C:10]2[CH:15]=[CH:14][C:13]([F:16])=[CH:12][CH:11]=2)[N:9]=1.[F:25][C:26]([F:38])([F:37])[O:27][C:28]1[CH:29]=[C:30](B(O)O)[CH:31]=[CH:32][CH:33]=1. (3) Given the product [Si:22]([O:29][C@@H:30]1[CH2:34][C:33](=[O:35])[C:32]([CH2:11][CH2:10][C:12]2[CH:21]=[CH:20][C:15]([C:16]([O:18][CH3:19])=[O:17])=[CH:14][CH:13]=2)=[CH:31]1)([C:25]([CH3:28])([CH3:27])[CH3:26])([CH3:24])[CH3:23], predict the reactants needed to synthesize it. The reactants are: B1C2CCCC1CCC2.[CH:10]([C:12]1[CH:21]=[CH:20][C:15]([C:16]([O:18][CH3:19])=[O:17])=[CH:14][CH:13]=1)=[CH2:11].[Si:22]([O:29][C@@H:30]1[CH2:34][C:33](=[O:35])[C:32](I)=[CH:31]1)([C:25]([CH3:28])([CH3:27])[CH3:26])([CH3:24])[CH3:23].C(Cl)Cl.[O-]P([O-])([O-])=O.[K+].[K+].[K+].